From a dataset of Reaction yield outcomes from USPTO patents with 853,638 reactions. Predict the reaction yield, written as a fraction of the theoretical maximum amount of product (1.0 means a 100% yield; for example, 0.34 means a 34% yield). (1) The reactants are Cl[C:2]1[CH:7]=[CH:6][N:5]=[CH:4][C:3]=1[CH3:8].[C:9]([O:13][C:14]([C:16]1[CH:17]=[C:18](B(O)O)[CH:19]=[CH:20][CH:21]=1)=[O:15])([CH3:12])([CH3:11])[CH3:10].C(=O)([O-])[O-].[K+].[K+]. The catalyst is COCCOC.C1(P(C2C=CC=CC=2)C2C=CC=CC=2)C=CC=CC=1.C1(P(C2C=CC=CC=2)C2C=CC=CC=2)C=CC=CC=1.C1(P(C2C=CC=CC=2)C2C=CC=CC=2)C=CC=CC=1.C1(P(C2C=CC=CC=2)C2C=CC=CC=2)C=CC=CC=1.[Pd]. The product is [CH3:8][C:3]1[CH:4]=[N:5][CH:6]=[CH:7][C:2]=1[C:20]1[CH:21]=[C:16]([CH:17]=[CH:18][CH:19]=1)[C:14]([O:13][C:9]([CH3:11])([CH3:12])[CH3:10])=[O:15]. The yield is 0.714. (2) The reactants are Cl.Cl.[F:3][CH2:4][CH2:5][O:6][C:7]1[CH:8]=[C:9]([N:14]2[CH2:19][CH2:18][NH:17][CH2:16][CH2:15]2)[CH:10]=[CH:11][C:12]=1[Cl:13].[NH:20]1[CH:24]=[CH:23][N:22]=[C:21]1[C:25]1[C:33]2[C:28](=[N:29][CH:30]=[CH:31][CH:32]=2)[N:27]([CH2:34][C:35](O)=[O:36])[N:26]=1.CN(C(ON1N=NC2C=CC=CC1=2)=[N+](C)C)C.F[P-](F)(F)(F)(F)F.CCN(C(C)C)C(C)C. The catalyst is CCOC(C)=O.CN(C=O)C. The product is [NH:20]1[CH:24]=[CH:23][N:22]=[C:21]1[C:25]1[C:33]2[C:28](=[N:29][CH:30]=[CH:31][CH:32]=2)[N:27]([CH2:34][C:35]([N:17]2[CH2:18][CH2:19][N:14]([C:9]3[CH:10]=[CH:11][C:12]([Cl:13])=[C:7]([O:6][CH2:5][CH2:4][F:3])[CH:8]=3)[CH2:15][CH2:16]2)=[O:36])[N:26]=1. The yield is 0.200. (3) The catalyst is CO. The reactants are [F:1][C:2]1[CH:3]=[CH:4][C:5]([O:22][CH3:23])=[C:6]([C:8]2[CH:17]=[CH:16][C:15]([N+:18]([O-])=O)=[C:14]3[C:9]=2[CH2:10][CH2:11][N:12]([CH3:21])[CH2:13]3)[CH:7]=1.C.O.NN. The product is [F:1][C:2]1[CH:3]=[CH:4][C:5]([O:22][CH3:23])=[C:6]([C:8]2[CH:17]=[CH:16][C:15]([NH2:18])=[C:14]3[C:9]=2[CH2:10][CH2:11][N:12]([CH3:21])[CH2:13]3)[CH:7]=1. The yield is 0.990. (4) The reactants are [Br:1][C:2]1[CH:3]=[C:4]([OH:9])[C:5]([CH3:8])=[N:6][CH:7]=1.C([O-])([O-])=O.[K+].[K+].I[CH2:17][CH3:18]. The catalyst is CN(C=O)C. The product is [Br:1][C:2]1[CH:3]=[C:4]([O:9][CH2:17][CH3:18])[C:5]([CH3:8])=[N:6][CH:7]=1. The yield is 0.600. (5) The reactants are [Cl:1][C:2]1[CH:3]=[CH:4][C:5]([NH:8][C:9](=[O:29])[C:10]2[CH:15]=[C:14](I)[CH:13]=[CH:12][C:11]=2[NH:17][C:18]([CH:20]2[CH2:25][CH2:24][N:23]([CH:26]([CH3:28])[CH3:27])[CH2:22][CH2:21]2)=[O:19])=[N:6][CH:7]=1.C(N(CC)CC)C.[CH3:37][OH:38].CN(C)[CH:41]=[O:42]. The catalyst is Cl[Pd](Cl)([P](C1C=CC=CC=1)(C1C=CC=CC=1)C1C=CC=CC=1)[P](C1C=CC=CC=1)(C1C=CC=CC=1)C1C=CC=CC=1. The product is [Cl:1][C:2]1[CH:3]=[CH:4][C:5]([NH:8][C:9](=[O:29])[C:10]2[CH:15]=[C:14]([C:37]([O:42][CH3:41])=[O:38])[CH:13]=[CH:12][C:11]=2[NH:17][C:18]([CH:20]2[CH2:25][CH2:24][N:23]([CH:26]([CH3:28])[CH3:27])[CH2:22][CH2:21]2)=[O:19])=[N:6][CH:7]=1. The yield is 0.380. (6) The reactants are [CH2:1]([N:5]([CH2:21][CH:22]([CH3:24])[CH3:23])[C:6]1[CH:11]=[CH:10][C:9]([CH:12]([OH:17])[C:13]([F:16])([F:15])[F:14])=[CH:8][C:7]=1[N+:18]([O-:20])=[O:19])[CH:2]([CH3:4])[CH3:3].CC(OI1(OC(C)=O)(OC(C)=O)OC(=O)C2C=CC=CC1=2)=O. The catalyst is C(Cl)Cl.C([O-])(O)=O.[Na+]. The product is [CH2:1]([N:5]([CH2:21][CH:22]([CH3:24])[CH3:23])[C:6]1[CH:11]=[CH:10][C:9]([C:12](=[O:17])[C:13]([F:14])([F:16])[F:15])=[CH:8][C:7]=1[N+:18]([O-:20])=[O:19])[CH:2]([CH3:4])[CH3:3]. The yield is 0.696. (7) The catalyst is CCCCCC. The reactants are [F:1][C:2]1[CH:7]=[CH:6][C:5]([CH:8]2[CH2:13][C:12](=O)[N:11]([C:15]3[C:16]([CH3:35])=[C:17]([CH3:34])[C:18]4[O:22][C:21]([CH3:24])([CH3:23])[C@H:20]([C:25]5[CH:30]=[CH:29][C:28]([CH3:31])=[CH:27][CH:26]=5)[C:19]=4[C:32]=3[CH3:33])[C:10](=O)[CH2:9]2)=[CH:4][CH:3]=1. The product is [F:1][C:2]1[CH:7]=[CH:6][C:5]([CH:8]2[CH2:9][CH2:10][N:11]([C:15]3[C:16]([CH3:35])=[C:17]([CH3:34])[C:18]4[O:22][C:21]([CH3:24])([CH3:23])[C@H:20]([C:25]5[CH:26]=[CH:27][C:28]([CH3:31])=[CH:29][CH:30]=5)[C:19]=4[C:32]=3[CH3:33])[CH2:12][CH2:13]2)=[CH:4][CH:3]=1. The yield is 0.760. (8) The yield is 0.920. The reactants are [Cl:1][C:2]1[CH:7]=[CH:6][C:5]([CH2:8][C:9]([O:11][CH3:12])=[O:10])=[CH:4][CH:3]=1.[CH2:13]=[O:14].Cl. The catalyst is CS(C)=O.C[O-].[Na+]. The product is [Cl:1][C:2]1[CH:3]=[CH:4][C:5]([CH:8]([CH2:13][OH:14])[C:9]([O:11][CH3:12])=[O:10])=[CH:6][CH:7]=1.